From a dataset of Forward reaction prediction with 1.9M reactions from USPTO patents (1976-2016). Predict the product of the given reaction. (1) Given the reactants [CH2:1]([O:5][CH2:6][CH2:7][O:8][C:9]1[CH:14]=[CH:13][C:12]([C:15]2[CH:16]=[CH:17][C:18]3[N:24]([C:25](=[O:30])[C:26]([F:29])([F:28])[F:27])[CH2:23][CH2:22][C:21]([C:31]([NH:33][C:34]4[CH:39]=[CH:38][C:37]([CH:40]([OH:48])[C:41]5[CH:46]=[CH:45][C:44]([Cl:47])=[CH:43][N:42]=5)=[CH:36][CH:35]=4)=[O:32])=[CH:20][C:19]=3[CH:49]=2)=[CH:11][CH:10]=1)[CH2:2][CH2:3][CH3:4].ClC1C=CC=C(C(OO)=[O:58])C=1.S([O-])([O-])(=O)=S.[Na+].[Na+], predict the reaction product. The product is: [CH2:1]([O:5][CH2:6][CH2:7][O:8][C:9]1[CH:10]=[CH:11][C:12]([C:15]2[CH:16]=[CH:17][C:18]3[N:24]([C:25](=[O:30])[C:26]([F:27])([F:28])[F:29])[CH2:23][CH2:22][C:21]([C:31]([NH:33][C:34]4[CH:35]=[CH:36][C:37]([CH:40]([OH:48])[C:41]5[CH:46]=[CH:45][C:44]([Cl:47])=[CH:43][N+:42]=5[O-:58])=[CH:38][CH:39]=4)=[O:32])=[CH:20][C:19]=3[CH:49]=2)=[CH:13][CH:14]=1)[CH2:2][CH2:3][CH3:4]. (2) Given the reactants [F:1][C:2]([F:20])([C:14]1[CH:19]=[CH:18][CH:17]=[CH:16][CH:15]=1)[C:3]1[N:7]=[C:6]([C@H:8]2[CH2:12][CH2:11][C@H:10]([NH2:13])[CH2:9]2)[O:5][N:4]=1.[CH3:21]CN(C(C)C)C(C)C.Cl[C:31]1[N:36]=[CH:35][N:34]=[C:33]2[N:37](C3CCCCO3)[N:38]=[CH:39][C:32]=12, predict the reaction product. The product is: [F:20][C:2]([F:1])([C:14]1[CH:19]=[CH:18][C:17]([CH3:21])=[CH:16][CH:15]=1)[C:3]1[N:7]=[C:6]([C@H:8]2[CH2:12][CH2:11][C@H:10]([NH:13][C:31]3[N:36]=[CH:35][N:34]=[C:33]4[NH:37][N:38]=[CH:39][C:32]=34)[CH2:9]2)[O:5][N:4]=1. (3) Given the reactants [BH4-].[Na+].C([O:5][C:6]([C:8]1[S:9][CH:10]=[C:11]([CH:13]([CH3:15])[CH3:14])[N:12]=1)=O)C, predict the reaction product. The product is: [CH3:14][CH:13]([C:11]1[N:12]=[C:8]([CH2:6][OH:5])[S:9][CH:10]=1)[CH3:15]. (4) Given the reactants [H-].[Na+].[Cl:3][C:4]1[C:5]([CH3:23])=[C:6]([C:15]2[CH:20]=[CH:19][N:18]=[C:17]([C:21]#[N:22])[CH:16]=2)[C:7]([O:13][CH3:14])=[C:8]([CH:10](Cl)[CH3:11])[CH:9]=1.[NH2:24][C:25]1[N:30]=[CH:29][N:28]=[C:27]2[NH:31][N:32]=[CH:33][C:26]=12.O, predict the reaction product. The product is: [NH2:24][C:25]1[N:30]=[CH:29][N:28]=[C:27]2[N:31]([CH:10]([C:8]3[C:7]([O:13][CH3:14])=[C:6]([C:15]4[CH:20]=[CH:19][N:18]=[C:17]([C:21]#[N:22])[CH:16]=4)[C:5]([CH3:23])=[C:4]([Cl:3])[CH:9]=3)[CH3:11])[N:32]=[CH:33][C:26]=12. (5) Given the reactants [NH2:1][CH2:2][C@@H:3]1[C@H:8]([CH3:9])[CH2:7][CH2:6][CH2:5][N:4]1[C:10]([C:12]1[CH:17]=[C:16]([CH3:18])[CH:15]=[CH:14][C:13]=1[C:19]1[N:20]=[N:21][CH:22]=[CH:23][CH:24]=1)=[O:11].F[C:26]1[CH:31]=[CH:30][C:29]([C:32]([F:35])([F:34])[F:33])=[CH:28][N:27]=1, predict the reaction product. The product is: [CH3:9][C@@H:8]1[CH2:7][CH2:6][CH2:5][N:4]([C:10]([C:12]2[CH:17]=[C:16]([CH3:18])[CH:15]=[CH:14][C:13]=2[C:19]2[N:20]=[N:21][CH:22]=[CH:23][CH:24]=2)=[O:11])[C@@H:3]1[CH2:2][NH:1][C:26]1[CH:31]=[CH:30][C:29]([C:32]([F:35])([F:34])[F:33])=[CH:28][N:27]=1. (6) Given the reactants C(OC([N:8]1[C@@H:12]([C@@H:13]([O:45][CH2:46][C:47]2[CH:52]=[CH:51][CH:50]=[CH:49][CH:48]=2)[C@@H:14]([N:30]([CH2:38][C:39]2[CH:44]=[CH:43][CH:42]=[CH:41][CH:40]=2)[CH2:31][C:32]2[CH:37]=[CH:36][CH:35]=[CH:34][CH:33]=2)[CH2:15][C:16]2[CH:21]=[CH:20][CH:19]=[C:18]([O:22][CH2:23][C:24]3[CH:29]=[CH:28][CH:27]=[CH:26][CH:25]=3)[CH:17]=2)[CH2:11][O:10]C1(C)C)=O)(C)(C)C.O.C(=O)(O)[O-].[Na+], predict the reaction product. The product is: [NH2:8][C@@H:12]([C@@H:13]([O:45][CH2:46][C:47]1[CH:48]=[CH:49][CH:50]=[CH:51][CH:52]=1)[C@@H:14]([N:30]([CH2:31][C:32]1[CH:33]=[CH:34][CH:35]=[CH:36][CH:37]=1)[CH2:38][C:39]1[CH:40]=[CH:41][CH:42]=[CH:43][CH:44]=1)[CH2:15][C:16]1[CH:21]=[CH:20][CH:19]=[C:18]([O:22][CH2:23][C:24]2[CH:29]=[CH:28][CH:27]=[CH:26][CH:25]=2)[CH:17]=1)[CH2:11][OH:10]. (7) Given the reactants CC(C)([O-])C.[K+].[Br:7][C:8]1[CH:9]=[CH:10][C:11](F)=[C:12]([C:14]([F:17])([F:16])[F:15])[CH:13]=1.[F:19][C:20]([F:26])([F:25])[C:21]([OH:24])([CH3:23])[CH3:22], predict the reaction product. The product is: [Br:7][C:8]1[CH:9]=[CH:10][C:11]([O:24][C:21]([CH3:23])([CH3:22])[C:20]([F:26])([F:25])[F:19])=[C:12]([C:14]([F:17])([F:16])[F:15])[CH:13]=1. (8) Given the reactants C(OC([NH:8][C:9]([CH3:27])([CH3:26])[CH2:10][CH2:11][N:12]1[C:16]2[CH:17]=[CH:18][C:19]([C:21]([O:23][CH3:24])=[O:22])=[CH:20][C:15]=2[NH:14][C:13]1=[O:25])=O)(C)(C)C.FC(F)(F)C(O)=O, predict the reaction product. The product is: [NH2:8][C:9]([CH3:27])([CH3:26])[CH2:10][CH2:11][N:12]1[C:16]2[CH:17]=[CH:18][C:19]([C:21]([O:23][CH3:24])=[O:22])=[CH:20][C:15]=2[NH:14][C:13]1=[O:25].